From a dataset of Reaction yield outcomes from USPTO patents with 853,638 reactions. Predict the reaction yield, written as a fraction of the theoretical maximum amount of product (1.0 means a 100% yield; for example, 0.34 means a 34% yield). (1) The reactants are [O-2].[Ba+2].[N+:3]([O-:6])([O-:5])=[O:4].[Ba+2].[N+:8]([O-])([O-])=O.[Br:12][C:13]1[CH:14]=[N:15][CH:16]=[CH:17][C:18]=1[CH3:19]. The catalyst is O. The product is [N+:3]([O-:6])([O-:5])=[O:4].[NH2:8][N+:15]1[CH:16]=[CH:17][C:18]([CH3:19])=[C:13]([Br:12])[CH:14]=1. The yield is 0.457. (2) The yield is 0.600. The reactants are [CH2:1]([O:8][CH2:9][CH:10]([NH:14][C:15]([CH:17]([O:22][C:23]([N:25]1[CH2:30][CH2:29][O:28][CH2:27][CH2:26]1)=[O:24])[CH2:18][CH:19]([CH3:21])[CH3:20])=[O:16])[C:11](=O)[NH2:12])[C:2]1[CH:7]=[CH:6][CH:5]=[CH:4][CH:3]=1.N1C(Cl)=NC(Cl)=NC=1Cl. The catalyst is CN(C=O)C. The product is [CH2:1]([O:8][CH2:9][CH:10]([NH:14][C:15]([CH:17]([O:22][C:23]([N:25]1[CH2:26][CH2:27][O:28][CH2:29][CH2:30]1)=[O:24])[CH2:18][CH:19]([CH3:21])[CH3:20])=[O:16])[C:11]#[N:12])[C:2]1[CH:7]=[CH:6][CH:5]=[CH:4][CH:3]=1. (3) The reactants are [Mg].II.Br[CH2:5][CH2:6]Br.Br[C:9]1[CH:18]=[CH:17][C:16]2[C:11](=[CH:12][CH:13]=[CH:14][CH:15]=2)[CH:10]=1.[P:19]([O-:26])(OCC)OCC.Cl. The catalyst is O1CCCC1.C1(C)C=CC=CC=1.O. The product is [C:10]1([PH:19](=[O:26])[C:18]2[C:5]3[C:6](=[CH:12][CH:13]=[CH:14][CH:15]=3)[CH:11]=[CH:10][CH:9]=2)[C:11]2[C:16](=[CH:15][CH:14]=[CH:13][CH:12]=2)[CH:17]=[CH:18][CH:9]=1. The yield is 0.530. (4) The reactants are [O:1]=[C:2]1[C:6]2([CH2:9][CH2:8][CH2:7]2)[N:5]([C:10]2[CH:15]=[CH:14][C:13]([CH2:16][CH2:17][CH2:18][CH:19]=O)=[CH:12][CH:11]=2)[C:4](=[S:21])[N:3]1[C:22]1[CH:29]=[CH:28][C:25]([C:26]#[N:27])=[C:24]([C:30]([F:33])([F:32])[F:31])[CH:23]=1.[CH2:34]([NH2:37])[CH2:35][NH2:36].BrN1C(=O)CCC1=O. The catalyst is ClCCl. The product is [NH:36]1[CH2:35][CH2:34][N:37]=[C:19]1[CH2:18][CH2:17][CH2:16][C:13]1[CH:12]=[CH:11][C:10]([N:5]2[C:4](=[S:21])[N:3]([C:22]3[CH:29]=[CH:28][C:25]([C:26]#[N:27])=[C:24]([C:30]([F:33])([F:32])[F:31])[CH:23]=3)[C:2](=[O:1])[C:6]32[CH2:7][CH2:8][CH2:9]3)=[CH:15][CH:14]=1. The yield is 0.350. (5) The reactants are Cl.[NH:2]1[CH2:7][CH2:6][C:5](=[O:8])[CH2:4][CH2:3]1.CCN(CC)CC.Cl[C:17]1[S:21][N:20]=[C:19]([CH3:22])[N:18]=1. The catalyst is CCO. The product is [CH3:22][C:19]1[N:18]=[C:17]([N:2]2[CH2:7][CH2:6][C:5](=[O:8])[CH2:4][CH2:3]2)[S:21][N:20]=1. The yield is 0.0860. (6) The reactants are [CH2:1]([O:3][C:4](=[O:30])[CH2:5][N:6]1[C:14]2[CH2:13][CH2:12][CH2:11][C@@H:10]([NH:15][S:16]([C:19]3[CH:24]=[C:23]([C:25]([F:28])([F:27])[F:26])[CH:22]=[C:21](Br)[CH:20]=3)(=[O:18])=[O:17])[C:9]=2[CH:8]=[N:7]1)[CH3:2].[CH3:31][C:32](C)([O-])[CH3:33].[K+].C(B1OC(C)(C)C(C)(C)O1)(C)=C.[Cl-].[NH4+]. The catalyst is CN(C)C=O.C1C=CC([P]([Pd]([P](C2C=CC=CC=2)(C2C=CC=CC=2)C2C=CC=CC=2)([P](C2C=CC=CC=2)(C2C=CC=CC=2)C2C=CC=CC=2)[P](C2C=CC=CC=2)(C2C=CC=CC=2)C2C=CC=CC=2)(C2C=CC=CC=2)C2C=CC=CC=2)=CC=1. The product is [CH2:1]([O:3][C:4](=[O:30])[CH2:5][N:6]1[C:14]2[CH2:13][CH2:12][CH2:11][C@@H:10]([NH:15][S:16]([C:19]3[CH:24]=[C:23]([C:25]([F:28])([F:27])[F:26])[CH:22]=[C:21]([C:32]([CH3:33])=[CH2:31])[CH:20]=3)(=[O:18])=[O:17])[C:9]=2[CH:8]=[N:7]1)[CH3:2]. The yield is 0.368. (7) The reactants are [Si:1]([O:8][CH2:9][C@@H:10]1[CH:15]=[C:14]([CH3:16])[C@H:13](O)[CH2:12][N:11]1[C:18]([O:20][C:21]([CH3:24])([CH3:23])[CH3:22])=[O:19])([C:4]([CH3:7])([CH3:6])[CH3:5])([CH3:3])[CH3:2].C1(P(C2C=CC=CC=2)C2C=CC=CC=2)C=CC=CC=1.[CH2:44]([O:47][NH:48][S:49]([C:52]1[CH:57]=[CH:56][CH:55]=[CH:54][C:53]=1[N+:58]([O-:60])=[O:59])(=[O:51])=[O:50])[CH:45]=[CH2:46].N(C(OC(C)C)=O)=NC(OC(C)C)=O. The catalyst is C1(C)C=CC=CC=1. The product is [CH2:44]([O:47][N:48]([C@H:13]1[CH2:12][N:11]([C:18]([O:20][C:21]([CH3:23])([CH3:22])[CH3:24])=[O:19])[C@H:10]([CH2:9][O:8][Si:1]([C:4]([CH3:5])([CH3:6])[CH3:7])([CH3:3])[CH3:2])[CH:15]=[C:14]1[CH3:16])[S:49]([C:52]1[CH:57]=[CH:56][CH:55]=[CH:54][C:53]=1[N+:58]([O-:60])=[O:59])(=[O:51])=[O:50])[CH:45]=[CH2:46]. The yield is 0.780. (8) The reactants are Cl.[CH2:2]([O:9][C:10](=[O:16])[C@H:11]1[CH2:15][CH2:14][CH2:13][NH:12]1)[C:3]1[CH:8]=[CH:7][CH:6]=[CH:5][CH:4]=1.[C:17]1([CH2:27][C:28]([OH:30])=O)[CH:22]=[CH:21][CH:20]=[C:19]([CH2:23][C:24]([OH:26])=O)[CH:18]=1. The catalyst is CCOC(C)=O. The product is [CH2:2]([O:9][C:10]([C@H:11]1[CH2:15][CH2:14][CH2:13][N:12]1[C:24](=[O:26])[CH2:23][C:19]1[CH:20]=[CH:21][CH:22]=[C:17]([CH2:27][C:28]([N:12]2[CH2:13][CH2:14][CH2:15][C@@H:11]2[C:10]([O:9][CH2:2][C:3]2[CH:8]=[CH:7][CH:6]=[CH:5][CH:4]=2)=[O:16])=[O:30])[CH:18]=1)=[O:16])[C:3]1[CH:4]=[CH:5][CH:6]=[CH:7][CH:8]=1. The yield is 0.840. (9) The reactants are [O:1]([CH2:8][C:9]([NH:11][CH2:12][CH2:13][CH2:14][CH2:15][CH2:16][C:17]([OH:19])=[O:18])=[O:10])[C:2]1[CH:7]=[CH:6][CH:5]=[CH:4][CH:3]=1.[N+:20]([C:23]1[CH:24]=[C:25]([S:29]([CH2:32][CH2:33]O)(=[O:31])=[O:30])[CH:26]=[CH:27][CH:28]=1)([O-:22])=[O:21].O.C1(C)C=CC(S(O)(=O)=O)=CC=1.O. The catalyst is C1C=CC=CC=1. The product is [N+:20]([C:23]1[CH:24]=[C:25]([S:29]([CH2:32][CH2:33][O:18][C:17](=[O:19])[CH2:16][CH2:15][CH2:14][CH2:13][CH2:12][NH:11][C:9](=[O:10])[CH2:8][O:1][C:2]2[CH:3]=[CH:4][CH:5]=[CH:6][CH:7]=2)(=[O:31])=[O:30])[CH:26]=[CH:27][CH:28]=1)([O-:22])=[O:21]. The yield is 0.890. (10) The reactants are Cl[C:2]([O:4][CH3:5])=[O:3].[CH2:6]([O:8][C:9](=[O:20])[CH:10]([N:12]1[CH2:17][CH2:16][CH2:15][CH:14]([NH2:18])[C:13]1=[O:19])[CH3:11])[CH3:7].CN1CCOCC1. The product is [CH2:6]([O:8][C:9](=[O:20])[CH:10]([N:12]1[CH2:17][CH2:16][CH2:15][CH:14]([NH:18][C:2]([O:4][CH3:5])=[O:3])[C:13]1=[O:19])[CH3:11])[CH3:7]. The yield is 0.750. The catalyst is ClCCl.